Dataset: Forward reaction prediction with 1.9M reactions from USPTO patents (1976-2016). Task: Predict the product of the given reaction. The product is: [CH3:1][O:2][C:3](=[O:37])[C:4]1[CH:9]=[CH:8][CH:7]=[C:6]([CH2:10][N:11]([CH:12]2[CH2:16][CH2:15][CH2:14][CH2:13]2)[C:17]2[CH:22]=[CH:21][N:20]=[C:19]([C:23]3[CH:28]=[CH:27][C:26]([OH:29])=[CH:25][CH:24]=3)[N:18]=2)[CH:5]=1. Given the reactants [CH3:1][O:2][C:3](=[O:37])[C:4]1[CH:9]=[CH:8][CH:7]=[C:6]([CH2:10][N:11]([C:17]2[CH:22]=[CH:21][N:20]=[C:19]([C:23]3[CH:28]=[CH:27][C:26]([O:29]CC4C=CC=CC=4)=[CH:25][CH:24]=3)[N:18]=2)[CH:12]2[CH2:16][CH2:15][CH2:14][CH2:13]2)[CH:5]=1, predict the reaction product.